Dataset: Peptide-MHC class I binding affinity with 185,985 pairs from IEDB/IMGT. Task: Regression. Given a peptide amino acid sequence and an MHC pseudo amino acid sequence, predict their binding affinity value. This is MHC class I binding data. (1) The peptide sequence is SSWPWQIEY. The MHC is Mamu-A2201 with pseudo-sequence Mamu-A2201. The binding affinity (normalized) is 0. (2) The peptide sequence is RYLKDQQLL. The MHC is HLA-A33:01 with pseudo-sequence HLA-A33:01. The binding affinity (normalized) is 0. (3) The peptide sequence is SSVSSLERF. The MHC is Mamu-A02 with pseudo-sequence Mamu-A02. The binding affinity (normalized) is 1.00. (4) The MHC is HLA-A02:01 with pseudo-sequence HLA-A02:01. The binding affinity (normalized) is 0.747. The peptide sequence is LISLINSLV. (5) The binding affinity (normalized) is 0.0847. The peptide sequence is NTDEIPELI. The MHC is HLA-A02:16 with pseudo-sequence HLA-A02:16.